From a dataset of NCI-60 drug combinations with 297,098 pairs across 59 cell lines. Regression. Given two drug SMILES strings and cell line genomic features, predict the synergy score measuring deviation from expected non-interaction effect. (1) Drug 1: C1=C(C(=O)NC(=O)N1)F. Drug 2: C(CCl)NC(=O)N(CCCl)N=O. Cell line: OVCAR-5. Synergy scores: CSS=32.1, Synergy_ZIP=0.694, Synergy_Bliss=0.217, Synergy_Loewe=-7.42, Synergy_HSA=-0.977. (2) Drug 1: CC1C(C(=O)NC(C(=O)N2CCCC2C(=O)N(CC(=O)N(C(C(=O)O1)C(C)C)C)C)C(C)C)NC(=O)C3=C4C(=C(C=C3)C)OC5=C(C(=O)C(=C(C5=N4)C(=O)NC6C(OC(=O)C(N(C(=O)CN(C(=O)C7CCCN7C(=O)C(NC6=O)C(C)C)C)C)C(C)C)C)N)C. Drug 2: C1=NC2=C(N=C(N=C2N1C3C(C(C(O3)CO)O)O)F)N. Cell line: MDA-MB-231. Synergy scores: CSS=22.4, Synergy_ZIP=-0.0119, Synergy_Bliss=5.01, Synergy_Loewe=0.637, Synergy_HSA=6.73.